This data is from Reaction yield outcomes from USPTO patents with 853,638 reactions. The task is: Predict the reaction yield, written as a fraction of the theoretical maximum amount of product (1.0 means a 100% yield; for example, 0.34 means a 34% yield). (1) The reactants are Cl[C:2]1[N:7]=[C:6]([NH:8][C:9]2[CH:14]=[CH:13][C:12]([O:15][CH2:16][CH3:17])=[CH:11][CH:10]=2)[C:5]([F:18])=[CH:4][N:3]=1.C(N(C(C)C)C(C)C)C.[CH2:28]1[CH2:38][O:37][C:36]2[CH:35]=[CH:34][C:32]([NH2:33])=[CH:31][C:30]=2[O:29]1. The catalyst is C(O)CO. The product is [CH2:16]([O:15][C:12]1[CH:13]=[CH:14][C:9]([NH:8][C:6]2[C:5]([F:18])=[CH:4][N:3]=[C:2]([NH:33][C:32]3[CH:34]=[CH:35][C:36]4[O:37][CH2:38][CH2:28][O:29][C:30]=4[CH:31]=3)[N:7]=2)=[CH:10][CH:11]=1)[CH3:17]. The yield is 0.600. (2) The reactants are [CH3:1][O:2][C:3]1[CH:4]=[C:5]([CH:8]=[C:9]([O:17][CH3:18])[C:10]=1[O:11][CH2:12][C:13]([CH3:16])([CH3:15])[CH3:14])[CH:6]=O.[ClH:19].CO.C(O[CH:25](OCC)[CH2:26][NH:27][CH2:28][C:29]1[CH:34]=[CH:33][CH:32]=[C:31]([O:35][CH2:36][CH3:37])[C:30]=1[OH:38])C. The catalyst is CCO. The product is [ClH:19].[CH3:1][O:2][C:3]1[CH:4]=[C:5]([CH:8]=[C:9]([O:17][CH3:18])[C:10]=1[O:11][CH2:12][C:13]([CH3:16])([CH3:15])[CH3:14])[CH2:6][C:25]1[C:34]2[C:29](=[C:30]([OH:38])[C:31]([O:35][CH2:36][CH3:37])=[CH:32][CH:33]=2)[CH:28]=[N:27][CH:26]=1. The yield is 0.230.